From a dataset of Catalyst prediction with 721,799 reactions and 888 catalyst types from USPTO. Predict which catalyst facilitates the given reaction. (1) Reactant: [NH2:1][C:2]1[C:3]([F:23])=[CH:4][C:5]([Cl:22])=[C:6]([C:8]2[C:9](=[O:21])[N:10]([CH2:19][CH3:20])[C:11]3[C:16]([CH:17]=2)=[CH:15][N:14]=[C:13](Cl)[CH:12]=3)[CH:7]=1.[CH3:24][N:25]([CH3:29])[CH:26](N)[CH3:27].C[N:31](C=O)C. Product: [NH2:1][C:2]1[C:3]([F:23])=[CH:4][C:5]([Cl:22])=[C:6]([C:8]2[C:9](=[O:21])[N:10]([CH2:19][CH3:20])[C:11]3[C:16]([CH:17]=2)=[CH:15][N:14]=[C:13]([NH:31][CH2:27][CH2:26][N:25]([CH3:29])[CH3:24])[CH:12]=3)[CH:7]=1. The catalyst class is: 6. (2) Product: [CH3:11][O:9][C:8](=[O:10])[CH2:7][CH2:6][C:4]1[N:3]=[CH:2][NH:1][CH:5]=1. The catalyst class is: 5. Reactant: [NH:1]1[CH:5]=[C:4]([CH2:6][CH2:7][C:8]([OH:10])=[O:9])[N:3]=[CH:2]1.[CH3:11][Si](C)(C)Cl. (3) Reactant: [NH2:1][CH:2]([CH3:11])[CH:3]([C:5]1[CH:6]=[N:7][CH:8]=[CH:9][CH:10]=1)[OH:4].Cl[C:13](Cl)([O:15]C(=O)OC(Cl)(Cl)Cl)Cl. Product: [CH3:11][CH:2]1[CH:3]([C:5]2[CH:6]=[N:7][CH:8]=[CH:9][CH:10]=2)[O:4][C:13](=[O:15])[NH:1]1. The catalyst class is: 2.